Dataset: NCI-60 drug combinations with 297,098 pairs across 59 cell lines. Task: Regression. Given two drug SMILES strings and cell line genomic features, predict the synergy score measuring deviation from expected non-interaction effect. Drug 1: CC1C(C(CC(O1)OC2CC(CC3=C2C(=C4C(=C3O)C(=O)C5=C(C4=O)C(=CC=C5)OC)O)(C(=O)CO)O)N)O.Cl. Drug 2: C1=NC2=C(N1)C(=S)N=CN2. Cell line: U251. Synergy scores: CSS=52.2, Synergy_ZIP=0.798, Synergy_Bliss=0.432, Synergy_Loewe=-9.50, Synergy_HSA=2.87.